Predict the reactants needed to synthesize the given product. From a dataset of Full USPTO retrosynthesis dataset with 1.9M reactions from patents (1976-2016). (1) Given the product [F:59][C:58]([F:61])([F:60])[CH2:57][C@H:54]([NH:53][C:18]([C:11]1[C:12]2[CH2:13][C@@H:14]3[CH2:17][C@@H:15]3[C:16]=2[N:9]([C:5]2[CH:4]=[C:3]([C:1]#[N:2])[CH:8]=[CH:7][N:6]=2)[N:10]=1)=[O:19])[CH2:55][OH:56], predict the reactants needed to synthesize it. The reactants are: [C:1]([C:3]1[CH:8]=[CH:7][N:6]=[C:5]([N:9]2[C:16]3[C@H:15]4[CH2:17][C@H:14]4[CH2:13][C:12]=3[C:11]([C:18](O)=[O:19])=[N:10]2)[CH:4]=1)#[N:2].C(N(CC)CC)C.CN(C(ON1N=NC2C=CC=NC1=2)=[N+](C)C)C.F[P-](F)(F)(F)(F)F.Cl.[NH2:53][C@@H:54]([CH2:57][C:58]([F:61])([F:60])[F:59])[CH2:55][OH:56]. (2) Given the product [Br:1][C:2]1[CH:3]=[C:4]([CH2:8][O:9][Si:10]([C:13]([CH3:16])([CH3:15])[CH3:14])([CH3:11])[CH3:12])[CH:5]=[C:6]([B:20]2[O:21][C:22]([CH3:24])([CH3:23])[C:18]([CH3:34])([CH3:17])[O:19]2)[CH:7]=1, predict the reactants needed to synthesize it. The reactants are: [Br:1][C:2]1[CH:3]=[C:4]([CH2:8][O:9][Si:10]([C:13]([CH3:16])([CH3:15])[CH3:14])([CH3:12])[CH3:11])[CH:5]=[CH:6][CH:7]=1.[CH3:17][C:18]1([CH3:34])[C:22]([CH3:24])([CH3:23])[O:21][B:20]([B:20]2[O:21][C:22]([CH3:24])([CH3:23])[C:18]([CH3:34])([CH3:17])[O:19]2)[O:19]1.